Dataset: Forward reaction prediction with 1.9M reactions from USPTO patents (1976-2016). Task: Predict the product of the given reaction. Given the reactants [OH:1][C@H:2]([C:27]1[CH:32]=[CH:31][C:30]([OH:33])=[C:29]([NH:34][S:35]([CH3:38])(=[O:37])=[O:36])[CH:28]=1)[CH2:3][NH:4][CH:5]1[CH2:10][CH2:9][N:8]([C:11]2[CH:26]=[CH:25][C:14]([NH:15][C:16]([NH:18][CH2:19][C:20]([O:22]CC)=[O:21])=[O:17])=[CH:13][CH:12]=2)[CH2:7][CH2:6]1.[OH-].[Na+], predict the reaction product. The product is: [OH:1][C@H:2]([C:27]1[CH:32]=[CH:31][C:30]([OH:33])=[C:29]([NH:34][S:35]([CH3:38])(=[O:36])=[O:37])[CH:28]=1)[CH2:3][NH:4][CH:5]1[CH2:10][CH2:9][N:8]([C:11]2[CH:12]=[CH:13][C:14]([NH:15][C:16]([NH:18][CH2:19][C:20]([OH:22])=[O:21])=[O:17])=[CH:25][CH:26]=2)[CH2:7][CH2:6]1.